Task: Regression. Given a peptide amino acid sequence and an MHC pseudo amino acid sequence, predict their binding affinity value. This is MHC class I binding data.. Dataset: Peptide-MHC class I binding affinity with 185,985 pairs from IEDB/IMGT (1) The peptide sequence is GQFNRYAAM. The MHC is HLA-B08:01 with pseudo-sequence HLA-B08:01. The binding affinity (normalized) is 0.0847. (2) The peptide sequence is GSIIQFPNTY. The MHC is HLA-A01:01 with pseudo-sequence HLA-A01:01. The binding affinity (normalized) is 0.357. (3) The peptide sequence is YQAVVPLVY. The MHC is HLA-B51:01 with pseudo-sequence HLA-B51:01. The binding affinity (normalized) is 0. (4) The peptide sequence is RLLNLSGVN. The MHC is HLA-A03:01 with pseudo-sequence HLA-A03:01. The binding affinity (normalized) is 0.0134. (5) The peptide sequence is AYRRRWRRL. The binding affinity (normalized) is 0.898. The MHC is HLA-A24:03 with pseudo-sequence HLA-A24:03. (6) The peptide sequence is FTNKLINGY. The MHC is HLA-B18:01 with pseudo-sequence HLA-B18:01. The binding affinity (normalized) is 0.0847. (7) The peptide sequence is IFALISFLL. The MHC is H-2-Kd with pseudo-sequence H-2-Kd. The binding affinity (normalized) is 0. (8) The peptide sequence is LPSCPTNFCIF. The MHC is HLA-A01:01 with pseudo-sequence HLA-A01:01. The binding affinity (normalized) is 0.0847. (9) The peptide sequence is QNPTMLYNKM. The MHC is Mamu-A01 with pseudo-sequence Mamu-A01. The binding affinity (normalized) is 0.0707.